This data is from Reaction yield outcomes from USPTO patents with 853,638 reactions. The task is: Predict the reaction yield, written as a fraction of the theoretical maximum amount of product (1.0 means a 100% yield; for example, 0.34 means a 34% yield). (1) The reactants are [CH2:1]([NH:5][C:6]1[CH:7]=[CH:8][C:9]2[N:10]([C:12]([C:15]3[CH:22]=[CH:21][C:18]([CH:19]=O)=[C:17]([F:23])[CH:16]=3)=[CH:13][N:14]=2)[N:11]=1)[CH2:2][CH2:3][CH3:4].ClC(Cl)C.[C:28]([NH2:32])([CH3:31])([CH3:30])[CH3:29].C(O[BH-](OC(=O)C)OC(=O)C)(=O)C.[Na+]. No catalyst specified. The product is [CH2:1]([NH:5][C:6]1[CH:7]=[CH:8][C:9]2[N:10]([C:12]([C:15]3[CH:22]=[CH:21][C:18]([CH2:19][NH:32][C:28]([CH3:31])([CH3:30])[CH3:29])=[C:17]([F:23])[CH:16]=3)=[CH:13][N:14]=2)[N:11]=1)[CH2:2][CH2:3][CH3:4]. The yield is 0.860. (2) The yield is 0.960. The product is [CH2:9]([C:13]1[N:14]([Si:19]([CH3:25])([CH3:20])[CH3:18])[CH:15]=[C:16]([CH2:29][O:30][CH2:5][CH3:6])[N:17]=1)[CH2:10][CH2:11][CH3:12]. The reactants are CCCC[CH2:5][CH3:6].[H-].[Na+].[CH2:9]([C:13]1[NH:14][CH:15]=[CH:16][N:17]=1)[CH2:10][CH2:11][CH3:12].[CH3:18][Si:19](C)([CH3:25])[CH2:20]COCCl.CN(C)[CH:29]=[O:30]. No catalyst specified. (3) The reactants are [CH3:1][O:2][C:3]([C@H:5]1[CH2:9][C@@H:8](O)[CH2:7][N:6]1[C:11]([O:13][C:14]([CH3:17])([CH3:16])[CH3:15])=[O:12])=[O:4].C(Br)(Br)(Br)[Br:19].C(=O)=O.ClCCl.C1(P(C2C=CC=CC=2)C2C=CC=CC=2)C=CC=CC=1. The catalyst is ClCCl.CCOCC.C(O)C. The product is [CH3:1][O:2][C:3]([C@H:5]1[CH2:9][C@H:8]([Br:19])[CH2:7][N:6]1[C:11]([O:13][C:14]([CH3:17])([CH3:16])[CH3:15])=[O:12])=[O:4]. The yield is 0.930. (4) The reactants are [N:1]1[C:10]2[C:5](=[CH:6][CH:7]=[CH:8][CH:9]=2)[N:4]=[CH:3][C:2]=1[CH:11]=O.[C:13](#[N:17])[CH2:14][C:15]#[N:16].[OH:18][C:19]1[CH:27]=[CH:26][CH:25]=[C:24]2[C:20]=1[CH:21]=[CH:22][NH:23]2. No catalyst specified. The product is [NH2:16][C:15]1[O:18][CH:19]2[C:20]3[C:24](=[CH:25][CH:26]=[C:27]2[CH:11]([C:2]2[CH:3]=[N:4][C:5]4[C:10](=[CH:9][CH:8]=[CH:7][CH:6]=4)[N:1]=2)[C:14]=1[C:13]#[N:17])[N:23]=[CH:22][CH:21]=3. The yield is 0.790. (5) The reactants are [O:1]1[C:5]2[CH:6]=[CH:7][C:8]([C:10]([O:12]C)=[O:11])=[CH:9][C:4]=2[CH:3]=[CH:2]1. The catalyst is CO.[OH-].[Na+]. The product is [O:1]1[C:5]2[CH:6]=[CH:7][C:8]([C:10]([OH:12])=[O:11])=[CH:9][C:4]=2[CH:3]=[CH:2]1. The yield is 0.980. (6) The reactants are Cl[C:2]1[N:3]=[C:4]([N:13]2[CH2:18][CH2:17][N:16]([C:19](=[O:27])[CH2:20][C:21]3[CH:26]=[CH:25][CH:24]=[CH:23][CH:22]=3)[CH2:15][CH2:14]2)[C:5]2[CH:10]=[C:9]([CH2:11][CH3:12])[S:8][C:6]=2[N:7]=1.CN(C=O)C.[SH:33][CH2:34][C:35]([NH2:37])=[O:36]. The catalyst is N. The product is [CH2:11]([C:9]1[S:8][C:6]2[N:7]=[C:2]([S:33][CH2:34][C:35]([NH2:37])=[O:36])[N:3]=[C:4]([N:13]3[CH2:18][CH2:17][N:16]([C:19](=[O:27])[CH2:20][C:21]4[CH:26]=[CH:25][CH:24]=[CH:23][CH:22]=4)[CH2:15][CH2:14]3)[C:5]=2[CH:10]=1)[CH3:12]. The yield is 0.540.